This data is from Full USPTO retrosynthesis dataset with 1.9M reactions from patents (1976-2016). The task is: Predict the reactants needed to synthesize the given product. Given the product [Br:9][CH2:1][C:2]1[CH:3]=[C:4]([C:7]#[N:8])[S:5][CH:6]=1, predict the reactants needed to synthesize it. The reactants are: [CH3:1][C:2]1[CH:3]=[C:4]([C:7]#[N:8])[S:5][CH:6]=1.[Br:9]N1C(=O)CCC1=O.CC(N=NC(C#N)(C)C)(C#N)C.O.